From a dataset of Reaction yield outcomes from USPTO patents with 853,638 reactions. Predict the reaction yield, written as a fraction of the theoretical maximum amount of product (1.0 means a 100% yield; for example, 0.34 means a 34% yield). (1) The reactants are [O:1]1[C:6]2[CH:7]=[CH:8][CH:9]=[CH:10][C:5]=2[O:4][CH2:3][CH:2]1[CH2:11][NH2:12].F[C:14]1[CH:22]=[N:21][CH:20]=[CH:19][C:15]=1[C:16]([OH:18])=[O:17]. No catalyst specified. The product is [O:1]1[C:6]2[CH:7]=[CH:8][CH:9]=[CH:10][C:5]=2[O:4][CH2:3][CH:2]1[CH2:11][NH:12][C:19]1[CH:20]=[N:21][CH:22]=[CH:14][C:15]=1[C:16]([OH:18])=[O:17]. The yield is 0.0600. (2) The reactants are C(O[CH:4](OCC)[CH:5]1[C:14]2([CH2:19][CH2:18][N:17](C(OC(C)(C)C)=O)[CH2:16][CH2:15]2)[O:13][C:12]2[C:7](=[CH:8][C:9]([F:27])=[CH:10][CH:11]=2)[C:6]1=O)C.[ClH:32].[NH2:33][N:34](C)[C:35](=O)OC(C)(C)C. The catalyst is C(O)C. The product is [ClH:32].[F:27][C:9]1[CH:10]=[CH:11][C:12]2[O:13][C:14]3([C:5]4[CH:4]=[N:33][N:34]([CH3:35])[C:6]=4[C:7]=2[CH:8]=1)[CH2:19][CH2:18][NH:17][CH2:16][CH2:15]3. The yield is 0.920. (3) The reactants are [NH2:1][C:2]1[CH:10]=[CH:9][C:5]([C:6]([NH2:8])=[O:7])=[CH:4][CH:3]=1.N1C=CC=CC=1.Cl[C:18]([O:20][C:21]1[CH:26]=[CH:25][CH:24]=[CH:23][CH:22]=1)=[O:19].CCCCC. The catalyst is C(Cl)Cl.C(OCC)C. The product is [C:6]([C:5]1[CH:9]=[CH:10][C:2]([NH:1][C:18](=[O:19])[O:20][C:21]2[CH:26]=[CH:25][CH:24]=[CH:23][CH:22]=2)=[CH:3][CH:4]=1)(=[O:7])[NH2:8]. The yield is 0.770. (4) The reactants are Br[C:2]1[C:7]([C:8]([F:11])([F:10])[F:9])=[CH:6][C:5]([NH:12][C:13]2[N:17]=[C:16]([NH2:18])[NH:15][N:14]=2)=[CH:4][C:3]=1[Cl:19].CC1(C)C(C)(C)OB([C:28]2[CH:44]=[CH:43][C:31]([O:32][CH2:33][CH2:34][NH:35][C:36](=[O:42])[O:37][C:38]([CH3:41])([CH3:40])[CH3:39])=[CH:30][CH:29]=2)O1.C([O-])([O-])=O.[K+].[K+].O1CCOCC1. The catalyst is C1C=CC([P]([Pd]([P](C2C=CC=CC=2)(C2C=CC=CC=2)C2C=CC=CC=2)([P](C2C=CC=CC=2)(C2C=CC=CC=2)C2C=CC=CC=2)[P](C2C=CC=CC=2)(C2C=CC=CC=2)C2C=CC=CC=2)(C2C=CC=CC=2)C2C=CC=CC=2)=CC=1.C(COC)OC. The product is [C:38]([O:37][C:36](=[O:42])[NH:35][CH2:34][CH2:33][O:32][C:31]1[CH:43]=[CH:44][C:28]([C:2]2[C:3]([Cl:19])=[CH:4][C:5]([NH:12][C:13]3[N:17]=[C:16]([NH2:18])[NH:15][N:14]=3)=[CH:6][C:7]=2[C:8]([F:11])([F:10])[F:9])=[CH:29][CH:30]=1)([CH3:41])([CH3:39])[CH3:40]. The yield is 0.290. (5) The reactants are [CH3:1][CH:2]1[CH2:8][C:7]2[CH:9]=[C:10]3[O:15][CH2:14][O:13][C:11]3=[CH:12][C:6]=2[C:5]([C:16]2[CH:21]=[CH:20][C:19]([N+:22]([O-:24])=[O:23])=[CH:18][CH:17]=2)=[N:4][NH:3]1.[Cl:25][CH2:26][CH2:27][N:28]=[C:29]=[O:30]. The catalyst is ClCCl. The product is [Cl:25][CH2:26][CH2:27][NH:28][C:29]([N:3]1[CH:2]([CH3:1])[CH2:8][C:7]2[CH:9]=[C:10]3[O:15][CH2:14][O:13][C:11]3=[CH:12][C:6]=2[C:5]([C:16]2[CH:21]=[CH:20][C:19]([N+:22]([O-:24])=[O:23])=[CH:18][CH:17]=2)=[N:4]1)=[O:30]. The yield is 0.940. (6) The reactants are [CH2:1]([CH:3]([NH:6][C:7]1[C:12]([NH2:13])=[N:11][C:10]([CH3:14])=[C:9]([CH3:15])[N:8]=1)[CH2:4][CH3:5])[CH3:2].[C:16](OC(OCC)OCC)(=O)C. The catalyst is C(OCC)(=O)C. The product is [CH2:1]([CH:3]([N:6]1[C:7]2=[N:8][C:9]([CH3:15])=[C:10]([CH3:14])[N:11]=[C:12]2[N:13]=[CH:16]1)[CH2:4][CH3:5])[CH3:2]. The yield is 0.810. (7) The reactants are [CH:1]1([NH:7][C:8]2[C:13]([C:14](OCC)=[O:15])=[CH:12][N:11]=[C:10]3[N:19]([S:22]([C:25]4[CH:31]=[CH:30][C:28]([CH3:29])=[CH:27][CH:26]=4)(=[O:24])=[O:23])[CH:20]=[CH:21][C:9]=23)[CH2:6][CH2:5][CH2:4][CH2:3][CH2:2]1.CC(C[AlH]CC(C)C)C. The catalyst is C1(C)C=CC=CC=1. The product is [CH:1]1([NH:7][C:8]2[C:13]([CH2:14][OH:15])=[CH:12][N:11]=[C:10]3[N:19]([S:22]([C:25]4[CH:26]=[CH:27][C:28]([CH3:29])=[CH:30][CH:31]=4)(=[O:24])=[O:23])[CH:20]=[CH:21][C:9]=23)[CH2:2][CH2:3][CH2:4][CH2:5][CH2:6]1. The yield is 0.800. (8) The reactants are [F:1][CH:2]([CH2:12][CH2:13][N:14]1[CH:18]=[C:17]([C:19]([O:21][CH3:22])=[O:20])[N:16]=[N:15]1)[CH2:3][N:4]1[CH:8]=[C:7]([C:9]([OH:11])=O)[N:6]=[N:5]1.[F:23][C:24]([F:34])([F:33])[C:25]1[CH:30]=[CH:29][N:28]=[C:27]([CH2:31][NH2:32])[CH:26]=1.CN(C(ON1N=NC2C=CC=NC1=2)=[N+](C)C)C.F[P-](F)(F)(F)(F)F.CCN(C(C)C)C(C)C. The catalyst is O.CN(C=O)C. The product is [F:1][CH:2]([CH2:3][N:4]1[CH:8]=[C:7]([C:9](=[O:11])[NH:32][CH2:31][C:27]2[CH:26]=[C:25]([C:24]([F:34])([F:23])[F:33])[CH:30]=[CH:29][N:28]=2)[N:6]=[N:5]1)[CH2:12][CH2:13][N:14]1[CH:18]=[C:17]([C:19]([O:21][CH3:22])=[O:20])[N:16]=[N:15]1. The yield is 0.900.